From a dataset of Forward reaction prediction with 1.9M reactions from USPTO patents (1976-2016). Predict the product of the given reaction. (1) Given the reactants [N:1]([C:4]1[CH:5]=[CH:6][C:7]([CH3:28])=[C:8]([C:10]([C:12]2[CH:17]=[CH:16][C:15]([NH:18][C:19]3[CH:24]=[CH:23][C:22]([F:25])=[CH:21][C:20]=3[F:26])=[CH:14][C:13]=2[Cl:27])=[O:11])[CH:9]=1)=[N+:2]=[N-:3].[CH2:29]([OH:32])[C:30]#[CH:31], predict the reaction product. The product is: [Cl:27][C:13]1[CH:14]=[C:15]([NH:18][C:19]2[CH:24]=[CH:23][C:22]([F:25])=[CH:21][C:20]=2[F:26])[CH:16]=[CH:17][C:12]=1[C:10]([C:8]1[CH:9]=[C:4]([N:1]2[CH:31]=[C:30]([CH2:29][OH:32])[N:3]=[N:2]2)[CH:5]=[CH:6][C:7]=1[CH3:28])=[O:11]. (2) Given the reactants [C:1]([S:5][CH2:6][O:7][CH3:8])([CH3:4])([CH3:3])[CH3:2].S([O-])(O[O-])(=O)=[O:10].[K+].[K+].[OH2:17], predict the reaction product. The product is: [C:1]([S:5]([CH2:6][O:7][CH3:8])(=[O:10])=[O:17])([CH3:4])([CH3:3])[CH3:2]. (3) Given the reactants [C:1]1([OH:7])[CH:6]=[CH:5][CH:4]=[CH:3][CH:2]=1.[CH2:8]=[O:9], predict the reaction product. The product is: [CH:6]1[C:1]([OH:7])=[CH:2][CH:3]=[CH:4][C:5]=1[CH3:8].[CH2:8]=[O:9].